Dataset: Full USPTO retrosynthesis dataset with 1.9M reactions from patents (1976-2016). Task: Predict the reactants needed to synthesize the given product. (1) Given the product [C:1]([O:5][C:6]([N:8]1[CH2:20][C@@H:19]([CH3:21])[N:18]2[C@H:10]([CH2:11][C:12]3[C:17]2=[N:16][C:15]([CH:22]([F:24])[F:23])=[C:14]([CH2:25][O:26][CH3:29])[CH:13]=3)[CH2:9]1)=[O:7])([CH3:2])([CH3:3])[CH3:4], predict the reactants needed to synthesize it. The reactants are: [C:1]([O:5][C:6]([N:8]1[CH2:20][C@@H:19]([CH3:21])[N:18]2[C@H:10]([CH2:11][C:12]3[C:17]2=[N:16][C:15]([CH:22]([F:24])[F:23])=[C:14]([CH2:25][OH:26])[CH:13]=3)[CH2:9]1)=[O:7])([CH3:4])([CH3:3])[CH3:2].[H-].[Na+].[CH3:29]I. (2) Given the product [CH:1]#[C:2][C:3]1[CH:8]=[CH:7][CH:6]=[C:5]([NH:9][C:10]2[N:11]=[CH:12][N:13]=[C:14]3[C:19]=2[CH:18]=[C:17]2[O:20][CH2:21][CH2:22][O:23][CH2:24][CH2:25][O:26][CH2:27][CH2:28][O:29][C:16]2=[CH:15]3)[CH:4]=1, predict the reactants needed to synthesize it. The reactants are: [CH:1]#[C:2][C:3]1[CH:8]=[CH:7][CH:6]=[C:5]([NH:9][C:10]2[C:19]3[C:14](=[CH:15][C:16]4[O:29][CH2:28][CH2:27][O:26][CH2:25][CH2:24][O:23][CH2:22][CH2:21][O:20][C:17]=4[CH:18]=3)[N:13]=[CH:12][N:11]=2)[CH:4]=1.Cl.[OH-].[Na+]. (3) Given the product [CH3:28][N:26]1[CH:27]=[C:23]([C:5]2[CH:6]=[C:7]([O:8][CH2:9][CH:10]3[CH2:15][CH2:14][NH:13][CH2:12][CH2:11]3)[C:2]([NH2:1])=[N:3][CH:4]=2)[N:24]=[CH:25]1, predict the reactants needed to synthesize it. The reactants are: [NH2:1][C:2]1[C:7]([O:8][CH2:9][CH:10]2[CH2:15][CH2:14][N:13](C(OC(C)(C)C)=O)[CH2:12][CH2:11]2)=[CH:6][C:5]([C:23]2[N:24]=[CH:25][N:26]([CH3:28])[CH:27]=2)=[CH:4][N:3]=1.Cl. (4) The reactants are: Br[C:2]1[CH:7]=[C:6]([CH2:8][CH2:9][CH2:10][CH3:11])[CH:5]=[CH:4][C:3]=1[NH:12][C:13](=[O:15])[CH3:14].[C:16]([Cu])#[N:17]. Given the product [CH2:8]([C:6]1[CH:5]=[CH:4][C:3]([NH:12][C:13](=[O:15])[CH3:14])=[C:2]([C:16]#[N:17])[CH:7]=1)[CH2:9][CH2:10][CH3:11], predict the reactants needed to synthesize it. (5) Given the product [CH2:1]([N:5]1[C:13]2[C:8](=[CH:9][CH:10]=[C:11]([C:14]([OH:16])=[O:15])[CH:12]=2)[CH2:7][CH2:6]1)[CH2:2][CH2:3][CH3:4], predict the reactants needed to synthesize it. The reactants are: [CH2:1]([N:5]1[C:13]2[C:8](=[CH:9][CH:10]=[C:11]([C:14]([O:16]C)=[O:15])[CH:12]=2)[CH2:7][CH2:6]1)[CH2:2][CH2:3][CH3:4].[OH-].[Na+].Cl. (6) The reactants are: [CH3:1][C:2]1[CH:7]=[C:6]([C:8]2[CH:13]=[CH:12][N:11]=[C:10]([CH3:14])[CH:9]=2)[CH:5]=[CH:4][C:3]=1[CH2:15][N:16]1[CH2:21][CH2:20][NH:19][CH2:18][CH2:17]1.[C:22](=O)([O:31]N1C(=O)CCC1=O)[O:23][N:24]1[C:28](=[O:29])[CH2:27][CH2:26][C:25]1=[O:30].C(N(CC)CC)C. Given the product [CH3:1][C:2]1[CH:7]=[C:6]([C:8]2[CH:13]=[CH:12][N:11]=[C:10]([CH3:14])[CH:9]=2)[CH:5]=[CH:4][C:3]=1[CH2:15][N:16]1[CH2:17][CH2:18][N:19]([C:22]([O:23][N:24]2[C:28](=[O:29])[CH2:27][CH2:26][C:25]2=[O:30])=[O:31])[CH2:20][CH2:21]1, predict the reactants needed to synthesize it. (7) Given the product [F:12][C:11]([F:14])([F:13])[C:7]1[CH:8]=[CH:9][CH:10]=[C:2]2[C:3]=1[C:4](=[O:5])[NH:15][C:16](=[O:17])[NH:1]2, predict the reactants needed to synthesize it. The reactants are: [NH2:1][C:2]1[CH:10]=[CH:9][CH:8]=[C:7]([C:11]([F:14])([F:13])[F:12])[C:3]=1[C:4](O)=[O:5].[NH2:15][C:16](N)=[O:17].